Task: Predict the reaction yield, written as a fraction of the theoretical maximum amount of product (1.0 means a 100% yield; for example, 0.34 means a 34% yield).. Dataset: Reaction yield outcomes from USPTO patents with 853,638 reactions (1) The reactants are Br[CH:2]([CH:5]=[O:6])[CH:3]=O.[Br:7][C:8]1[CH:9]=[N:10][C:11]([NH2:14])=[N:12][CH:13]=1. The catalyst is C(#N)C. The product is [Br:7][C:8]1[CH:9]=[N:10][C:11]2[N:12]([C:2]([CH:5]=[O:6])=[CH:3][N:14]=2)[CH:13]=1. The yield is 0.400. (2) The reactants are [CH3:1][O:2][C:3]1[CH:9]=[CH:8][C:6]([NH2:7])=[CH:5][CH:4]=1.[Cl:10][CH2:11][C:12](O)=[O:13].CCN=C=NCCCN(C)C.C1C=CC2N(O)N=NC=2C=1.CN1CCOCC1. The catalyst is C(Cl)Cl. The product is [Cl:10][CH2:11][C:12]([NH:7][C:6]1[CH:8]=[CH:9][C:3]([O:2][CH3:1])=[CH:4][CH:5]=1)=[O:13]. The yield is 0.200. (3) The reactants are Cl[C:2]1[CH:7]=[C:6]([NH:8][C:9]2[CH:19]=[CH:18][CH:17]=[CH:16][C:10]=2[C:11]([NH:13][O:14][CH3:15])=[O:12])[C:5]([Cl:20])=[CH:4][N:3]=1.[CH3:21][C:22]1[CH:26]=[C:25]([NH2:27])[N:24]([CH:28]([CH3:30])[CH3:29])[N:23]=1.C(=O)([O-])[O-].[Cs+].[Cs+].C1C=CC(P(C2C(C3C(P(C4C=CC=CC=4)C4C=CC=CC=4)=CC=C4C=3C=CC=C4)=C3C(C=CC=C3)=CC=2)C2C=CC=CC=2)=CC=1. The catalyst is C([O-])(=O)C.[Pd+2].C([O-])(=O)C. The product is [Cl:20][C:5]1[C:6]([NH:8][C:9]2[CH:19]=[CH:18][CH:17]=[CH:16][C:10]=2[C:11]([NH:13][O:14][CH3:15])=[O:12])=[CH:7][C:2]([NH:27][C:25]2[N:24]([CH:28]([CH3:30])[CH3:29])[N:23]=[C:22]([CH3:21])[CH:26]=2)=[N:3][CH:4]=1. The yield is 0.150. (4) The reactants are Cl.Cl.Cl.[CH3:4][C:5]1[N:9]([CH:10]2[CH2:16][C@H:15]3[N:17]([CH2:18][CH2:19][C:20]4([C:26]5[CH:31]=[CH:30][CH:29]=[CH:28][CH:27]=5)[O:25][CH2:24][CH2:23][NH:22][CH2:21]4)[C@H:12]([CH2:13][CH2:14]3)[CH2:11]2)[C:8]2[CH:32]=[CH:33][CH:34]=[CH:35][C:7]=2[N:6]=1.[OH:36][CH2:37][C:38]([CH3:43])([CH3:42])[C:39](O)=[O:40].C(N(C(C)C)CC)(C)C.CN(C(ON1N=NC2C=CC=NC1=2)=[N+](C)C)C.F[P-](F)(F)(F)(F)F. The catalyst is CN(C=O)C.C(Cl)Cl. The product is [CH3:42][C:38]([CH3:43])([C:37]([N:22]1[CH2:23][CH2:24][O:25][C:20]([CH2:19][CH2:18][N:17]2[C@H:12]3[CH2:13][CH2:14][C@@H:15]2[CH2:16][CH:10]([N:9]2[C:8]4[CH:32]=[CH:33][CH:34]=[CH:35][C:7]=4[N:6]=[C:5]2[CH3:4])[CH2:11]3)([C:26]2[CH:31]=[CH:30][CH:29]=[CH:28][CH:27]=2)[CH2:21]1)=[O:36])[CH2:39][OH:40]. The yield is 0.550. (5) The yield is 0.720. The product is [CH2:18]([O:17][C:15](=[O:16])[NH:1][C:2]([CH3:7])([CH2:3][CH2:4][OH:5])[CH3:6])[C:19]1[CH:24]=[CH:23][CH:22]=[CH:21][CH:20]=1. The reactants are [NH2:1][C:2]([CH3:7])([CH3:6])[CH2:3][CH2:4][OH:5].C([O-])([O-])=O.[Na+].[Na+].Cl[C:15]([O:17][CH2:18][C:19]1[CH:24]=[CH:23][CH:22]=[CH:21][CH:20]=1)=[O:16]. No catalyst specified.